Dataset: Reaction yield outcomes from USPTO patents with 853,638 reactions. Task: Predict the reaction yield, written as a fraction of the theoretical maximum amount of product (1.0 means a 100% yield; for example, 0.34 means a 34% yield). (1) The reactants are Br[C:2]1[CH:14]=[CH:13][C:12]2[C:11]3[C:6](=[CH:7][C:8](Br)=[CH:9][CH:10]=3)[C:5]([CH2:26][CH2:27][O:28][CH2:29][CH2:30][O:31][CH2:32][CH2:33][O:34][CH3:35])([CH2:16][CH2:17][O:18][CH2:19]COCCOC)[C:4]=2[CH:3]=1.C(C([Sn])=C(CC[CH2:48][CH3:49])CCCC)CCC.C(C1C=CC=C(C(C)(C)C)[C:56]=1[OH:65])(C)(C)C.[C:66]1([CH3:72])C=CC=CC=1.C[CH2:74][O:75][CH2:76][CH3:77]. The catalyst is Cl[Pd](Cl)([P](C1C=CC=CC=1)(C1C=CC=CC=1)C1C=CC=CC=1)[P](C1C=CC=CC=1)(C1C=CC=CC=1)C1C=CC=CC=1. The product is [CH3:56][O:65][CH2:77][CH2:76][O:75][CH2:74][CH2:19][O:18][CH2:17][CH2:16][C:5]1([CH2:26][CH2:27][O:28][CH2:29][CH2:30][O:31][CH2:32][CH2:33][O:34][CH3:35])[C:6]2[CH:7]=[C:8]([CH:66]=[CH2:72])[CH:9]=[CH:10][C:11]=2[C:12]2[C:4]1=[CH:3][C:2]([CH:48]=[CH2:49])=[CH:14][CH:13]=2. The yield is 0.680. (2) The product is [C:16]([C:14]1[CH:15]=[C:6]([C:4]([OH:5])=[O:3])[CH:7]=[C:8]2[C:13]=1[O:12][C:11]([CH3:23])([CH3:22])[CH2:10][C:9]2([CH3:24])[CH3:25])#[CH:17]. The reactants are C([O:3][C:4]([C:6]1[CH:7]=[C:8]2[C:13](=[C:14]([C:16]#[C:17][Si](C)(C)C)[CH:15]=1)[O:12][C:11]([CH3:23])([CH3:22])[CH2:10][C:9]2([CH3:25])[CH3:24])=[O:5])C.[OH-].[Na+].Cl. The yield is 0.840. The catalyst is C(O)C. (3) The reactants are Cl.[Br:2][C:3]1[CH:4]=[C:5]([CH:9]=[C:10]([NH:12]N)[CH:11]=1)[C:6]([OH:8])=[O:7].O=[C:15]1[CH2:20][CH2:19][CH:18]([C:21]([O:23][CH2:24][CH3:25])=[O:22])[CH2:17][CH2:16]1. The catalyst is CC(O)=O. The product is [Br:2][C:3]1[CH:4]=[C:5]([C:6]([OH:8])=[O:7])[C:9]2[C:16]3[CH2:17][CH:18]([C:21]([O:23][CH2:24][CH3:25])=[O:22])[CH2:19][CH2:20][C:15]=3[NH:12][C:10]=2[CH:11]=1. The yield is 0.510. (4) The reactants are [CH2:1]([N:8]1[CH2:14][C:13]2[N:15]=[CH:16][C:17](Cl)=[N:18][C:12]=2[O:11][CH2:10][CH2:9]1)[C:2]1[CH:7]=[CH:6][CH:5]=[CH:4][CH:3]=1.C1(P(C2CCCCC2)C2C=CC=CC=2C2C=CC=CC=2)CCCCC1.C[Si](C)(C)[N-:47][Si](C)(C)C.[Li+].Cl.C(=O)([O-])O.[Na+]. The catalyst is C1COCC1.C1C=CC(/C=C/C(/C=C/C2C=CC=CC=2)=O)=CC=1.C1C=CC(/C=C/C(/C=C/C2C=CC=CC=2)=O)=CC=1.C1C=CC(/C=C/C(/C=C/C2C=CC=CC=2)=O)=CC=1.[Pd].[Pd]. The product is [CH2:1]([N:8]1[CH2:14][C:13]2[N:15]=[CH:16][C:17]([NH2:47])=[N:18][C:12]=2[O:11][CH2:10][CH2:9]1)[C:2]1[CH:7]=[CH:6][CH:5]=[CH:4][CH:3]=1. The yield is 0.490. (5) The reactants are [CH3:1][C:2]1[C:6]([C:7]2[C:15]3[C:10](=[N:11][CH:12]=[C:13]([C:16]4[CH:21]=[CH:20][C:19]([N:22]5[CH2:27][CH2:26][N:25]([C:28]([O:30][C:31]([CH3:34])([CH3:33])[CH3:32])=[O:29])[CH2:24][CH2:23]5)=[CH:18][CH:17]=4)[CH:14]=3)[N:9](S(C3C=CC(C)=CC=3)(=O)=O)[CH:8]=2)=[C:5]([CH3:45])[N:4]([CH2:46][C:47]2[CH:52]=[CH:51][CH:50]=[C:49]([O:53][C:54]([F:57])([F:56])[F:55])[CH:48]=2)[N:3]=1.[OH-].[Li+]. The catalyst is C1COCC1.CO.O. The product is [CH3:1][C:2]1[C:6]([C:7]2[C:15]3[C:10](=[N:11][CH:12]=[C:13]([C:16]4[CH:21]=[CH:20][C:19]([N:22]5[CH2:23][CH2:24][N:25]([C:28]([O:30][C:31]([CH3:34])([CH3:32])[CH3:33])=[O:29])[CH2:26][CH2:27]5)=[CH:18][CH:17]=4)[CH:14]=3)[NH:9][CH:8]=2)=[C:5]([CH3:45])[N:4]([CH2:46][C:47]2[CH:52]=[CH:51][CH:50]=[C:49]([O:53][C:54]([F:55])([F:56])[F:57])[CH:48]=2)[N:3]=1. The yield is 0.803. (6) The reactants are [Br:1][C:2]1[N:10]=[CH:9][CH:8]=[CH:7][C:3]=1[C:4]([OH:6])=O.CCN=C=NCCCN(C)C.[C:22]([C:26]1[CH:27]=[C:28]([CH:30]=[CH:31][CH:32]=1)[NH2:29])([CH3:25])([CH3:24])[CH3:23].C(=O)(O)[O-].[Na+]. The catalyst is ClCCl.O. The product is [Br:1][C:2]1[N:10]=[CH:9][CH:8]=[CH:7][C:3]=1[C:4]([NH:29][C:28]1[CH:30]=[CH:31][CH:32]=[C:26]([C:22]([CH3:25])([CH3:24])[CH3:23])[CH:27]=1)=[O:6]. The yield is 0.590.